From a dataset of Reaction yield outcomes from USPTO patents with 853,638 reactions. Predict the reaction yield, written as a fraction of the theoretical maximum amount of product (1.0 means a 100% yield; for example, 0.34 means a 34% yield). (1) The reactants are C1C=C(Cl)C=C(C(OO)=[O:9])C=1.[Cl:12][C:13]1[C:14]2[C@H:21]([CH3:22])[CH2:20][CH2:19][C:15]=2[N:16]=[CH:17][N:18]=1.C([O-])(O)=O.[Na+].C([O-])([O-])=O.[Na+].[Na+]. The catalyst is C(Cl)(Cl)Cl.O. The product is [Cl:12][C:13]1[N:18]=[CH:17][N+:16]([O-:9])=[C:15]2[CH2:19][CH2:20][C@@H:21]([CH3:22])[C:14]=12. The yield is 1.00. (2) The reactants are [CH3:1][C:2]1[CH:3]=[C:4]([CH:49]=[CH:50][CH:51]=1)[CH2:5][N:6]1[CH:10]=[C:9]([C:11]2[C:19]3[C:14](=[N:15][CH:16]=[C:17]([C:20]4[CH:21]=[CH:22][C:23]([N:26]5[CH2:31][CH2:30][N:29](C(OC(C)(C)C)=O)[CH2:28][CH2:27]5)=[N:24][CH:25]=4)[CH:18]=3)[N:13]([S:39]([C:42]3[CH:48]=[CH:47][C:45]([CH3:46])=[CH:44][CH:43]=3)(=[O:41])=[O:40])[CH:12]=2)[CH:8]=[N:7]1.[ClH:52]. The catalyst is CCOCC.CO. The product is [ClH:52].[CH3:1][C:2]1[CH:3]=[C:4]([CH:49]=[CH:50][CH:51]=1)[CH2:5][N:6]1[CH:10]=[C:9]([C:11]2[C:19]3[C:14](=[N:15][CH:16]=[C:17]([C:20]4[CH:25]=[N:24][C:23]([N:26]5[CH2:31][CH2:30][NH:29][CH2:28][CH2:27]5)=[CH:22][CH:21]=4)[CH:18]=3)[N:13]([S:39]([C:42]3[CH:48]=[CH:47][C:45]([CH3:46])=[CH:44][CH:43]=3)(=[O:41])=[O:40])[CH:12]=2)[CH:8]=[N:7]1. The yield is 0.660. (3) The reactants are [C:1]([O:4][C@H:5]([CH2:21][N:22]1[CH2:26][CH2:25][CH2:24][CH2:23]1)[CH2:6][O:7][C:8]1[CH:17]=[C:16]2[C:11]([C:12](=O)[NH:13][CH:14]=[N:15]2)=[CH:10][C:9]=1[O:19][CH3:20])(=[O:3])[CH3:2].S(Cl)([Cl:29])=O. The catalyst is CN(C=O)C. The product is [C:1]([O:4][C@H:5]([CH2:21][N:22]1[CH2:26][CH2:25][CH2:24][CH2:23]1)[CH2:6][O:7][C:8]1[CH:17]=[C:16]2[C:11]([C:12]([Cl:29])=[N:13][CH:14]=[N:15]2)=[CH:10][C:9]=1[O:19][CH3:20])(=[O:3])[CH3:2]. The yield is 0.900. (4) The reactants are Cl[C:2]1[C:11]2[C:6](=[CH:7][C:8]([F:12])=[CH:9][CH:10]=2)[N:5]=[C:4]([C:13]([F:22])([F:21])[C:14]2[CH:19]=[CH:18][C:17]([F:20])=[CH:16][CH:15]=2)[N:3]=1.[I-].[K+].CCN(C(C)C)C(C)C.[CH3:34][C:35]1[NH:39][N:38]=[C:37]([NH2:40])[CH:36]=1. The catalyst is CN(C=O)C.O. The product is [F:21][C:13]([F:22])([C:14]1[CH:19]=[CH:18][C:17]([F:20])=[CH:16][CH:15]=1)[C:4]1[N:3]=[C:2]([NH:40][C:37]2[CH:36]=[C:35]([CH3:34])[NH:39][N:38]=2)[C:11]2[C:6](=[CH:7][C:8]([F:12])=[CH:9][CH:10]=2)[N:5]=1. The yield is 0.190. (5) The yield is 0.850. The reactants are [C:1]([O:5][C:6](=[O:13])[NH:7][C@H:8]([CH2:11][OH:12])[CH2:9][CH3:10])([CH3:4])([CH3:3])[CH3:2].C(N(CC)CC)C.C(O)(=O)CC(CC(O)=O)(C(O)=O)O. The product is [CH:11]([C@@H:8]([NH:7][C:6](=[O:13])[O:5][C:1]([CH3:4])([CH3:3])[CH3:2])[CH2:9][CH3:10])=[O:12]. The catalyst is CS(C)=O. (6) The reactants are [NH2:1][C:2]1[C:7]([Cl:8])=[C:6]([Cl:9])[N:5]=[C:4](Cl)[N:3]=1.[NH2:11][C:12]1[CH:19]=[CH:18][C:15]([C:16]#[N:17])=[CH:14][CH:13]=1.CN1CCCC1=O.Cl. The catalyst is C(OCC)C.O1CCOCC1. The product is [NH2:1][C:2]1[C:7]([Cl:8])=[C:6]([Cl:9])[N:5]=[C:4]([NH:11][C:12]2[CH:19]=[CH:18][C:15]([C:16]#[N:17])=[CH:14][CH:13]=2)[N:3]=1. The yield is 0.0680. (7) The reactants are [CH3:1][C:2]1[CH:21]=[N:20][C:5]2[NH:6][C:7]3[CH2:8][CH:9]([C:14]4[CH:19]=[CH:18][CH:17]=[CH:16][CH:15]=4)[CH2:10][C:11](=[O:13])[C:12]=3[C:4]=2[CH:3]=1.[Br-].[Br-].[Br-].C([N+](CCCC)(CCCC)CCCC)CCC.C([N+](CCCC)(CCCC)CCCC)CCC.C([N+](CCCC)(CCCC)CCCC)CCC.S([O-])([O-])=O.[Na+].[Na+]. The catalyst is CN(C)C=O. The product is [CH3:1][C:2]1[CH:21]=[N:20][C:5]2[NH:6][C:7]3[CH:8]=[C:9]([C:14]4[CH:19]=[CH:18][CH:17]=[CH:16][CH:15]=4)[CH:10]=[C:11]([OH:13])[C:12]=3[C:4]=2[CH:3]=1. The yield is 0.360.